Dataset: Reaction yield outcomes from USPTO patents with 853,638 reactions. Task: Predict the reaction yield, written as a fraction of the theoretical maximum amount of product (1.0 means a 100% yield; for example, 0.34 means a 34% yield). (1) The yield is 0.100. The reactants are [C:1]1([N:7]2[C:12](=[O:13])[C:11]3[S:14][CH:15]=[C:16]([C:17]4[CH:22]=[CH:21][CH:20]=[CH:19][CH:18]=4)[C:10]=3[N:9]=[CH:8]2)[CH:6]=[CH:5][CH:4]=[CH:3][CH:2]=1.NC1C(C2C=CC=CC=2)=CSC=1C(OC)=O.C(OCC)(OCC)OCC.[N+:49](C1C=CC(N)=CC=1)([O-:51])=[O:50]. The catalyst is C(O)(=O)C. The product is [N+:49]([C:4]1[CH:5]=[CH:6][C:1]([N:7]2[C:12](=[O:13])[C:11]3[S:14][CH:15]=[C:16]([C:17]4[CH:18]=[CH:19][CH:20]=[CH:21][CH:22]=4)[C:10]=3[N:9]=[CH:8]2)=[CH:2][CH:3]=1)([O-:51])=[O:50]. (2) The yield is 0.621. No catalyst specified. The product is [Cl:22][C:23]1[C:24]([F:39])=[C:25]([C:29]2[CH:37]=[CH:36][CH:35]=[C:34]3[C:30]=2[C:31](=[CH:20][C:3]2[NH:4][C:5]4[CH2:10][CH2:9][N:8]([CH2:11][CH2:12][N:13]5[CH2:14][CH2:15][O:16][CH2:17][CH2:18]5)[C:7](=[O:19])[C:6]=4[C:2]=2[CH3:1])[C:32](=[O:38])[NH:33]3)[CH:26]=[CH:27][CH:28]=1. The reactants are [CH3:1][C:2]1[C:6]2[C:7](=[O:19])[N:8]([CH2:11][CH2:12][N:13]3[CH2:18][CH2:17][O:16][CH2:15][CH2:14]3)[CH2:9][CH2:10][C:5]=2[NH:4][C:3]=1[CH:20]=O.[Cl:22][C:23]1[C:24]([F:39])=[C:25]([C:29]2[CH:37]=[CH:36][CH:35]=[C:34]3[C:30]=2[CH2:31][C:32](=[O:38])[NH:33]3)[CH:26]=[CH:27][CH:28]=1. (3) The reactants are [NH2:1][C@@H:2]([CH2:6][C:7]1[CH:12]=[CH:11][C:10]([O:13][CH2:14][CH2:15][C:16]2[N:17]=[C:18]([C:22]3[CH:27]=[CH:26][CH:25]=[CH:24][CH:23]=3)[O:19][C:20]=2[CH3:21])=[C:9]([Br:28])[CH:8]=1)[C:3]([OH:5])=[O:4].[C:29]1([CH3:42])[CH:34]=[CH:33][C:32]([N:35]([CH2:39][CH2:40]O)[CH2:36][CH2:37]O)=[CH:31][CH:30]=1. No catalyst specified. The product is [Br:28][C:9]1[CH:8]=[C:7]([CH2:6][C@H:2]([N:1]2[CH2:40][CH2:39][N:35]([C:32]3[CH:31]=[CH:30][C:29]([CH3:42])=[CH:34][CH:33]=3)[CH2:36][CH2:37]2)[C:3]([OH:5])=[O:4])[CH:12]=[CH:11][C:10]=1[O:13][CH2:14][CH2:15][C:16]1[N:17]=[C:18]([C:22]2[CH:27]=[CH:26][CH:25]=[CH:24][CH:23]=2)[O:19][C:20]=1[CH3:21]. The yield is 0.240.